From a dataset of NCI-60 drug combinations with 297,098 pairs across 59 cell lines. Regression. Given two drug SMILES strings and cell line genomic features, predict the synergy score measuring deviation from expected non-interaction effect. (1) Drug 1: CCCS(=O)(=O)NC1=C(C(=C(C=C1)F)C(=O)C2=CNC3=C2C=C(C=N3)C4=CC=C(C=C4)Cl)F. Drug 2: COC1=C2C(=CC3=C1OC=C3)C=CC(=O)O2. Cell line: NCI-H522. Synergy scores: CSS=5.18, Synergy_ZIP=0.355, Synergy_Bliss=3.06, Synergy_Loewe=1.87, Synergy_HSA=2.69. (2) Drug 1: C1CCN(CC1)CCOC2=CC=C(C=C2)C(=O)C3=C(SC4=C3C=CC(=C4)O)C5=CC=C(C=C5)O. Drug 2: CC12CCC3C(C1CCC2OP(=O)(O)O)CCC4=C3C=CC(=C4)OC(=O)N(CCCl)CCCl.[Na+]. Cell line: SF-295. Synergy scores: CSS=-3.05, Synergy_ZIP=-0.473, Synergy_Bliss=-4.95, Synergy_Loewe=-4.93, Synergy_HSA=-5.22. (3) Drug 1: CC1=C(C=C(C=C1)NC2=NC=CC(=N2)N(C)C3=CC4=NN(C(=C4C=C3)C)C)S(=O)(=O)N.Cl. Drug 2: CN(C(=O)NC(C=O)C(C(C(CO)O)O)O)N=O. Cell line: 786-0. Synergy scores: CSS=2.80, Synergy_ZIP=-0.00213, Synergy_Bliss=1.99, Synergy_Loewe=1.69, Synergy_HSA=1.74. (4) Drug 1: CN1C(=O)N2C=NC(=C2N=N1)C(=O)N. Drug 2: C1=NC2=C(N=C(N=C2N1C3C(C(C(O3)CO)O)F)Cl)N. Cell line: COLO 205. Synergy scores: CSS=8.34, Synergy_ZIP=-2.11, Synergy_Bliss=2.72, Synergy_Loewe=-33.2, Synergy_HSA=-2.31.